From a dataset of Full USPTO retrosynthesis dataset with 1.9M reactions from patents (1976-2016). Predict the reactants needed to synthesize the given product. (1) Given the product [OH2:2].[CH3:1][O:2][C:3](=[O:39])[C:4]1[CH:5]=[CH:6][C:7]([CH:10]([N:28]2[CH2:29][CH2:30][N:31]([CH2:34][C:35]([OH:37])=[O:36])[CH2:32][CH2:33]2)[CH2:11][O:12][CH2:13][C:14]2[CH:19]=[C:18]([C:20]([F:22])([F:23])[F:21])[CH:17]=[C:16]([C:24]([F:25])([F:26])[F:27])[CH:15]=2)=[CH:8][CH:9]=1.[F:23][C:20]([C:18]1[CH:19]=[C:14]([CH:15]=[C:16]([C:24]([F:25])([F:26])[F:27])[CH:17]=1)[CH2:13][O:12][CH2:11][CH:10]([C:7]1[CH:6]=[CH:5][C:4]([C:3]([O:2][CH3:1])=[O:39])=[CH:9][CH:8]=1)[N:28]1[CH2:33][CH2:32][N:31]([CH2:34][C:35]([OH:37])=[O:36])[CH2:30][CH2:29]1)([F:22])[F:21], predict the reactants needed to synthesize it. The reactants are: [CH3:1][O:2][C:3](=[O:39])[C:4]1[CH:9]=[CH:8][C:7]([CH:10]([N:28]2[CH2:33][CH2:32][N:31]([CH2:34][C:35]([O:37]C)=[O:36])[CH2:30][CH2:29]2)[CH2:11][O:12][CH2:13][C:14]2[CH:19]=[C:18]([C:20]([F:23])([F:22])[F:21])[CH:17]=[C:16]([C:24]([F:27])([F:26])[F:25])[CH:15]=2)=[CH:6][CH:5]=1.[OH-].[K+]. (2) Given the product [Cl:16][C:12]1[CH:11]=[C:10]([C:9]2[S:8][C:7]([O:20][CH2:19][CH3:18])=[N:6][C:5]=2[C:3]([OH:2])=[O:4])[CH:15]=[CH:14][CH:13]=1, predict the reactants needed to synthesize it. The reactants are: C[O:2][C:3]([C:5]1[N:6]=[C:7](Br)[S:8][C:9]=1[C:10]1[CH:15]=[CH:14][CH:13]=[C:12]([Cl:16])[CH:11]=1)=[O:4].[CH3:18][CH2:19][OH:20]. (3) The reactants are: [O:1]=[C:2]([CH3:7])[CH2:3][C:4]([NH2:6])=[O:5].CC[O-].[Na+].CCO.[C:15](/[C:18](=[CH:24]\N(C)C)/[C:19]([O:21][CH2:22][CH3:23])=[O:20])(=O)[CH3:16]. Given the product [C:2]([C:3]1[C:4](=[O:5])[NH:6][C:15]([CH3:16])=[C:18]([C:19]([O:21][CH2:22][CH3:23])=[O:20])[CH:24]=1)(=[O:1])[CH3:7], predict the reactants needed to synthesize it. (4) Given the product [ClH:1].[NH2:31][C@@H:32]([C:36]([CH3:39])([CH3:38])[CH3:37])[C:33]([N:6]1[CH2:7][C@H:3]([OH:2])[CH2:4][C@H:5]1[C:8]([NH:10][CH2:11][C:12]1[CH:13]=[CH:14][C:15]([C:18]2[S:22][CH:21]=[N:20][C:19]=2[CH3:23])=[CH:16][CH:17]=1)=[O:9])=[O:34], predict the reactants needed to synthesize it. The reactants are: [ClH:1].[OH:2][C@H:3]1[CH2:7][NH:6][C@H:5]([C:8]([NH:10][CH2:11][C:12]2[CH:17]=[CH:16][C:15]([C:18]3[S:22][CH:21]=[N:20][C:19]=3[CH3:23])=[CH:14][CH:13]=2)=[O:9])[CH2:4]1.C(OC([NH:31][C@@H:32]([C:36]([CH3:39])([CH3:38])[CH3:37])[C:33](O)=[O:34])=O)(C)(C)C.CCN(C(C)C)C(C)C.CN(C(ON1N=NC2C=CC=NC1=2)=[N+](C)C)C.F[P-](F)(F)(F)(F)F.Cl.O1CCOCC1. (5) The reactants are: Br[C:2]1[CH:3]=[C:4]([C:8]2[C:13]3[O:14][C:15]4[CH:20]=[CH:19][C:18]([C:21]5[CH:26]=[CH:25][CH:24]=[CH:23][CH:22]=5)=[CH:17][C:16]=4[C:12]=3[CH:11]=[C:10]([C:27]3[CH:32]=[CH:31][CH:30]=[CH:29][CH:28]=3)[CH:9]=2)[CH:5]=[CH:6][CH:7]=1.C([Li])CCC.[B:38]([O:43]C)([O:41]C)OC.Cl. Given the product [C:27]1([C:10]2[CH:9]=[C:8]([C:4]3[CH:3]=[C:2]([B:38]([OH:41])[OH:43])[CH:7]=[CH:6][CH:5]=3)[C:13]3[O:14][C:15]4[CH:20]=[CH:19][C:18]([C:21]5[CH:26]=[CH:25][CH:24]=[CH:23][CH:22]=5)=[CH:17][C:16]=4[C:12]=3[CH:11]=2)[CH:32]=[CH:31][CH:30]=[CH:29][CH:28]=1, predict the reactants needed to synthesize it.